From a dataset of Catalyst prediction with 721,799 reactions and 888 catalyst types from USPTO. Predict which catalyst facilitates the given reaction. (1) Reactant: C([O-])([O-])=O.[K+].[K+].[CH:7]1([C:13]2[NH:14][CH:15]=[C:16]([CH3:18])[N:17]=2)[CH2:12][CH2:11][CH2:10][CH2:9][CH2:8]1.F[C:20]1[CH:25]=[C:24]([F:26])[CH:23]=[CH:22][C:21]=1[N+:27]([O-:29])=[O:28]. Product: [F:26][C:24]1[CH:25]=[CH:20][C:21]([N+:27]([O-:29])=[O:28])=[C:22]([N:14]2[CH:15]=[C:16]([CH3:18])[N:17]=[C:13]2[CH:7]2[CH2:8][CH2:9][CH2:10][CH2:11][CH2:12]2)[CH:23]=1. The catalyst class is: 10. (2) Reactant: [Br:1][C:2]1[N:6]([CH:7]([CH3:9])[CH3:8])[N:5]=[CH:4][C:3]=1[CH2:10]O.P(Br)(Br)[Br:13]. Product: [Br:1][C:2]1[N:6]([CH:7]([CH3:9])[CH3:8])[N:5]=[CH:4][C:3]=1[CH2:10][Br:13]. The catalyst class is: 4. (3) Product: [C:7]1([C@@H:13]([N@:15]2[CH2:17][CH:16]2[CH2:18][OH:19])[CH3:14])[CH:8]=[CH:9][CH:10]=[CH:11][CH:12]=1. The catalyst class is: 36. Reactant: [H-].[H-].[H-].[H-].[Li+].[Al+3].[C:7]1([C@@H:13]([N@@:15]2[CH2:17][CH:16]2[C:18](OC)=[O:19])[CH3:14])[CH:12]=[CH:11][CH:10]=[CH:9][CH:8]=1.C1([C@@H]([N@]2CC2C(OC)=O)C)C=CC=CC=1.[OH-].[K+]. (4) Reactant: [C:1]([N:4]1[C:13]2[C:8](=[CH:9][C:10]([C:14]3[CH:19]=[CH:18][C:17]([C:20]([NH:22][CH2:23][CH2:24][NH:25]C(OC(C)(C)C)=O)=[O:21])=[CH:16][CH:15]=3)=[CH:11][CH:12]=2)[C@H:7]([NH:33][C:34](=[O:39])[O:35][CH:36]([CH3:38])[CH3:37])[CH2:6][C@@H:5]1[CH3:40])(=[O:3])[CH3:2].[ClH:41]. Product: [ClH:41].[C:1]([N:4]1[C:13]2[C:8](=[CH:9][C:10]([C:14]3[CH:15]=[CH:16][C:17]([C:20](=[O:21])[NH:22][CH2:23][CH2:24][NH2:25])=[CH:18][CH:19]=3)=[CH:11][CH:12]=2)[C@H:7]([NH:33][C:34](=[O:39])[O:35][CH:36]([CH3:37])[CH3:38])[CH2:6][C@@H:5]1[CH3:40])(=[O:3])[CH3:2]. The catalyst class is: 12. (5) Reactant: [CH3:1][O:2][C:3]1[CH:15]=[CH:14][C:6]([CH2:7][NH:8][C:9]2[S:13][N:12]=[CH:11][N:10]=2)=[CH:5][CH:4]=1.C[Si]([N-][Si](C)(C)C)(C)C.[Li+].[Cl:26][C:27]1[C:36]2[C:31](=[CH:32][C:33]([S:37](Cl)(=[O:39])=[O:38])=[CH:34][CH:35]=2)[CH:30]=[CH:29][N:28]=1. Product: [Cl:26][C:27]1[C:36]2[C:31](=[CH:32][C:33]([S:37]([N:8]([CH2:7][C:6]3[CH:5]=[CH:4][C:3]([O:2][CH3:1])=[CH:15][CH:14]=3)[C:9]3[S:13][N:12]=[CH:11][N:10]=3)(=[O:39])=[O:38])=[CH:34][CH:35]=2)[CH:30]=[CH:29][N:28]=1. The catalyst class is: 1.